The task is: Predict the reactants needed to synthesize the given product.. This data is from Full USPTO retrosynthesis dataset with 1.9M reactions from patents (1976-2016). (1) Given the product [Cl:4][C:5]1[CH:6]=[C:7]([NH:12][C:13]2[C:18]([F:19])=[CH:17][N:16]=[C:15]([NH:20][C:21]3[CH:22]=[CH:23][C:24]4[O:28][CH:27]([C:29]([NH:3][CH3:2])=[O:31])[CH2:26][C:25]=4[CH:33]=3)[N:14]=2)[CH:8]=[CH:9][C:10]=1[Cl:11], predict the reactants needed to synthesize it. The reactants are: Cl.[CH3:2][NH2:3].[Cl:4][C:5]1[CH:6]=[C:7]([NH:12][C:13]2[C:18]([F:19])=[CH:17][N:16]=[C:15]([NH:20][C:21]3[CH:22]=[CH:23][C:24]4[O:28][CH:27]([C:29]([O:31]C)=O)[CH2:26][C:25]=4[CH:33]=3)[N:14]=2)[CH:8]=[CH:9][C:10]=1[Cl:11]. (2) Given the product [O:8]1[C:3]2[CH:4]=[CH:5][CH:6]=[CH:7][C:2]=2[NH:1][CH2:17][CH2:16]1, predict the reactants needed to synthesize it. The reactants are: [NH2:1][C:2]1[CH:7]=[CH:6][CH:5]=[CH:4][C:3]=1[OH:8].C(=O)([O-])[O-].[K+].[K+].Br[CH2:16][CH2:17]Br. (3) Given the product [NH:11]1[CH:2]=[C:3]([C:4]([O:6][CH3:14])=[O:5])[N:13]=[N:12]1, predict the reactants needed to synthesize it. The reactants are: C[C:2]#[C:3][C:4]([O-:6])=[O:5].C[Si]([N:11]=[N+:12]=[N-:13])(C)C.[CH3:14]O. (4) Given the product [Cl:1][C:2]1[CH:3]=[C:4]2[C:9](=[CH:10][CH:11]=1)[N:8]=[C:7]([C:12]([OH:14])=[O:13])[CH:6]=[C:5]2[N:16]1[CH2:17][CH2:18][CH:19]([NH:22][C:23]([C:25]2[NH:26][C:27]([CH3:32])=[C:28]([Cl:31])[C:29]=2[Cl:30])=[O:24])[CH2:20][CH2:21]1, predict the reactants needed to synthesize it. The reactants are: [Cl:1][C:2]1[CH:3]=[C:4]2[C:9](=[CH:10][CH:11]=1)[N:8]=[C:7]([C:12]([O:14]C)=[O:13])[CH:6]=[C:5]2[N:16]1[CH2:21][CH2:20][CH:19]([NH:22][C:23]([C:25]2[NH:26][C:27]([CH3:32])=[C:28]([Cl:31])[C:29]=2[Cl:30])=[O:24])[CH2:18][CH2:17]1.[OH-].[Na+].Cl. (5) The reactants are: [Cl-].COC1N=C(OC)N=C([N+]2(C)CCOCC2)N=1.[NH2:19][C:20]1[CH:25]=[CH:24][CH:23]=[CH:22][CH:21]=1.[CH2:26]=[C:27]1[CH:33]=[CH:32][C:31]2[CH:34]=[C:35]([C:38](O)=[O:39])[CH:36]=[CH:37][C:30]=2[O:29][CH2:28]1. Given the product [CH2:26]=[C:27]1[CH:33]=[CH:32][C:31]2[CH:34]=[C:35]([C:38]([NH:19][C:20]3[CH:25]=[CH:24][CH:23]=[CH:22][CH:21]=3)=[O:39])[CH:36]=[CH:37][C:30]=2[O:29][CH2:28]1, predict the reactants needed to synthesize it. (6) Given the product [CH3:14][O:9][C:8]([C:6]1[CH:5]=[CH:4][CH:3]=[C:2]([CH3:1])[N:7]=1)=[O:10], predict the reactants needed to synthesize it. The reactants are: [CH3:1][C:2]1[N:7]=[C:6]([C:8]([OH:10])=[O:9])[CH:5]=[CH:4][CH:3]=1.CO.Cl.[CH3:14]N(C)CCCN=C=NCC.